From a dataset of Catalyst prediction with 721,799 reactions and 888 catalyst types from USPTO. Predict which catalyst facilitates the given reaction. (1) Reactant: F[C:2]1[CH:7]=[C:6]([N+:8]([O-:10])=[O:9])[CH:5]=[C:4]([O:11][CH2:12][CH2:13][O:14][CH3:15])[CH:3]=1.[CH3:16][O:17][C:18]1[CH:23]=[CH:22][C:21]([CH2:24][NH2:25])=[CH:20][CH:19]=1.C([O-])([O-])=O.[K+].[K+].O. Product: [CH3:16][O:17][C:18]1[CH:23]=[CH:22][C:21]([CH2:24][NH:25][C:2]2[CH:7]=[C:6]([N+:8]([O-:10])=[O:9])[CH:5]=[C:4]([O:11][CH2:12][CH2:13][O:14][CH3:15])[CH:3]=2)=[CH:20][CH:19]=1. The catalyst class is: 16. (2) Reactant: [C:1]([C:5]1[CH:9]=[C:8]([NH:10][C:11](=[O:43])[NH:12][C:13]2[CH:14]=[C:15]([CH:40]=[CH:41][CH:42]=2)[O:16][C:17]2[C:26]3[C:21](=[CH:22][C:23]([O:29][CH2:30][CH:31]4[CH2:36][CH2:35][N:34](C([O-])=O)[CH2:33][CH2:32]4)=[C:24]([O:27][CH3:28])[CH:25]=3)[N:20]=[CH:19][N:18]=2)[O:7][N:6]=1)([CH3:4])([CH3:3])[CH3:2].Cl. Product: [C:1]([C:5]1[CH:9]=[C:8]([NH:10][C:11]([NH:12][C:13]2[CH:42]=[CH:41][CH:40]=[C:15]([O:16][C:17]3[C:26]4[C:21](=[CH:22][C:23]([O:29][CH2:30][CH:31]5[CH2:36][CH2:35][NH:34][CH2:33][CH2:32]5)=[C:24]([O:27][CH3:28])[CH:25]=4)[N:20]=[CH:19][N:18]=3)[CH:14]=2)=[O:43])[O:7][N:6]=1)([CH3:4])([CH3:2])[CH3:3]. The catalyst class is: 4. (3) Reactant: CCN=C=NCCCN(C)C.C1C=CC2N(O)N=NC=2C=1.[C:22]1([C:40]2[CH:45]=[CH:44][CH:43]=[CH:42][CH:41]=2)[CH:27]=[CH:26][C:25]([CH2:28][O:29][C:30]2[CH:35]=[CH:34][C:33]([CH2:36][C:37](O)=[O:38])=[CH:32][CH:31]=2)=[CH:24][CH:23]=1.[CH3:46][N:47]([CH3:51])[CH2:48][CH2:49][NH2:50]. Product: [C:22]1([C:40]2[CH:41]=[CH:42][CH:43]=[CH:44][CH:45]=2)[CH:27]=[CH:26][C:25]([CH2:28][O:29][C:30]2[CH:35]=[CH:34][C:33]([CH2:36][C:37]([NH:50][CH2:49][CH2:48][N:47]([CH3:51])[CH3:46])=[O:38])=[CH:32][CH:31]=2)=[CH:24][CH:23]=1. The catalyst class is: 20. (4) Reactant: [CH:1]1([CH2:5][N:6]([C:19](=[O:30])[C:20]2[CH:25]=[CH:24][CH:23]=[CH:22][C:21]=2[C:26]([F:29])([F:28])[F:27])[C@H:7]2[CH2:11][CH2:10][N:9](C(OC(C)(C)C)=O)[CH2:8]2)[CH2:4][CH2:3][CH2:2]1.[ClH:31]. Product: [ClH:31].[CH:1]1([CH2:5][N:6]([C@H:7]2[CH2:11][CH2:10][NH:9][CH2:8]2)[C:19](=[O:30])[C:20]2[CH:25]=[CH:24][CH:23]=[CH:22][C:21]=2[C:26]([F:29])([F:28])[F:27])[CH2:4][CH2:3][CH2:2]1. The catalyst class is: 440. (5) Reactant: [Na+].[C:2]1(=[O:17])[C:11]2[C:6](=[CH:7][CH:8]=[CH:9][CH:10]=2)[C:5](S([O-])(=O)=O)=[CH:4][C:3]1=[O:16].O.[CH2:19]([N:21]([C:25]1[CH:30]=[CH:29][CH:28]=[CH:27][CH:26]=1)[CH2:22][CH2:23][OH:24])[CH3:20]. Product: [CH2:19]([N:21]([CH2:22][CH2:23][OH:24])[C:25]1[CH:26]=[CH:27][C:28]([C:5]2[C:6]3[C:11](=[CH:10][CH:9]=[CH:8][CH:7]=3)[C:2](=[O:17])[C:3](=[O:16])[CH:4]=2)=[CH:29][CH:30]=1)[CH3:20]. The catalyst class is: 5. (6) Reactant: [C:1]([C:4]1[C:8]([NH:9][C:10]([NH2:12])=[O:11])=[CH:7][N:6]([C:13]2[CH:18]=[CH:17][C:16](I)=[CH:15][CH:14]=2)[N:5]=1)(=[O:3])[NH2:2].C(=O)([O-])[O-].[Cs+].[Cs+].[Cl:26][C:27]1[CH:28]=[C:29]([SH:33])[CH:30]=[CH:31][CH:32]=1. Product: [Cl:26][C:27]1[CH:28]=[C:29]([S:33][C:16]2[CH:17]=[CH:18][C:13]([N:6]3[CH:7]=[C:8]([NH:9][C:10]([NH2:12])=[O:11])[C:4]([C:1](=[O:3])[NH2:2])=[N:5]3)=[CH:14][CH:15]=2)[CH:30]=[CH:31][CH:32]=1. The catalyst class is: 471. (7) Reactant: Br[C:2]1[N:6]2[N:7]=[C:8]([Cl:11])[CH:9]=[CH:10][C:5]2=[N:4][CH:3]=1.[CH3:12][O:13][C:14]1[C:19](B(O)O)=[CH:18][CH:17]=[CH:16][N:15]=1.C(=O)([O-])[O-].[Cs+].[Cs+].ClCCl. Product: [Cl:11][C:8]1[CH:9]=[CH:10][C:5]2[N:6]([C:2]([C:19]3[C:14]([O:13][CH3:12])=[N:15][CH:16]=[CH:17][CH:18]=3)=[CH:3][N:4]=2)[N:7]=1. The catalyst class is: 127.